The task is: Predict the reaction yield, written as a fraction of the theoretical maximum amount of product (1.0 means a 100% yield; for example, 0.34 means a 34% yield).. This data is from Reaction yield outcomes from USPTO patents with 853,638 reactions. (1) The reactants are C([O:5][C:6](=[O:18])[CH2:7][CH:8]([NH:11][C:12]([O:14][CH2:15][CH:16]=[CH2:17])=[O:13])[CH2:9][OH:10])(C)(C)C.[CH:19]1(O)[CH2:24][CH2:23][CH2:22][CH2:21][CH2:20]1. No catalyst specified. The product is [CH2:15]([O:14][C:12](=[O:13])[NH:11][CH:8]1[CH2:7][C:6](=[O:5])[O:18][CH:9]1[O:10][CH:19]1[CH2:24][CH2:23][CH2:22][CH2:21][CH2:20]1)[CH:16]=[CH2:17]. The yield is 0.850. (2) The reactants are [O:1]([C:8]1[CH:9]=[C:10]([C:14]23[CH2:21][CH2:20][C:17]([CH2:22][C:23]([OH:25])=O)([CH2:18][CH2:19]2)[CH2:16][O:15]3)[CH:11]=[CH:12][CH:13]=1)[C:2]1[CH:7]=[CH:6][CH:5]=[CH:4][CH:3]=1.ClC(OCC)=O.[N-:32]=[N+:33]=[N-:34].[Na+]. The catalyst is CC(C)=O.O. The product is [O:1]([C:8]1[CH:9]=[C:10]([C:14]23[CH2:21][CH2:20][C:17]([CH2:22][C:23]([N:32]=[N+:33]=[N-:34])=[O:25])([CH2:18][CH2:19]2)[CH2:16][O:15]3)[CH:11]=[CH:12][CH:13]=1)[C:2]1[CH:7]=[CH:6][CH:5]=[CH:4][CH:3]=1. The yield is 1.00.